This data is from Reaction yield outcomes from USPTO patents with 853,638 reactions. The task is: Predict the reaction yield, written as a fraction of the theoretical maximum amount of product (1.0 means a 100% yield; for example, 0.34 means a 34% yield). (1) The reactants are C([O:3][C:4]([C:6]1[O:7][C:8]([C:11]2[CH:16]=[CH:15][C:14]([F:17])=[CH:13][CH:12]=2)=[CH:9][N:10]=1)=[O:5])C.O[Li].O.[CH2:21]1COC[CH2:22]1.O. No catalyst specified. The product is [CH2:21]([NH+:10]([CH2:6][CH3:4])[CH2:9][CH3:8])[CH3:22].[F:17][C:14]1[CH:13]=[CH:12][C:11]([C:8]2[O:7][C:6]([C:4]([O-:5])=[O:3])=[N:10][CH:9]=2)=[CH:16][CH:15]=1. The yield is 0.930. (2) The reactants are [H-].[Na+].[CH3:3][O:4][C:5]1[CH:6]=[C:7]2[C:11](=[CH:12][CH:13]=1)[NH:10][CH:9]=[CH:8]2.Cl[C:15]([C:17]1[CH:18]=[C:19]([CH:24]=[CH:25][CH:26]=1)[C:20]([O:22][CH3:23])=[O:21])=[O:16].C(OCC)(=O)C. The catalyst is CN(C)C=O.O. The product is [CH3:3][O:4][C:5]1[CH:6]=[C:7]2[C:11](=[CH:12][CH:13]=1)[N:10]([C:15]([C:17]1[CH:18]=[C:19]([CH:24]=[CH:25][CH:26]=1)[C:20]([O:22][CH3:23])=[O:21])=[O:16])[CH:9]=[CH:8]2. The yield is 0.630.